From a dataset of Forward reaction prediction with 1.9M reactions from USPTO patents (1976-2016). Predict the product of the given reaction. (1) Given the reactants [CH3:1][N:2]1[CH2:7][CH2:6][N:5]([C:8]2[CH:13]=[CH:12][C:11]([C:14]3[CH:19]=[C:18]([O:20][C:21]4[C:22]([CH3:30])=[N:23][C:24]([N+:27]([O-])=O)=[CH:25][CH:26]=4)[CH:17]=[CH:16][N:15]=3)=[CH:10][CH:9]=2)[CH2:4][CH2:3]1, predict the reaction product. The product is: [CH3:30][C:22]1[N:23]=[C:24]([NH2:27])[CH:25]=[CH:26][C:21]=1[O:20][C:18]1[CH:17]=[CH:16][N:15]=[C:14]([C:11]2[CH:10]=[CH:9][C:8]([N:5]3[CH2:4][CH2:3][N:2]([CH3:1])[CH2:7][CH2:6]3)=[CH:13][CH:12]=2)[CH:19]=1. (2) Given the reactants [C:1]([O:5][C:6]([N:8]1[CH2:12][CH2:11][CH2:10][C@@H:9]1[CH2:13][O:14][C:15]1[CH:20]=[CH:19][C:18]([OH:21])=[CH:17][CH:16]=1)=[O:7])([CH3:4])([CH3:3])[CH3:2].Cl[C:23]1[S:24][C:25]2[CH:31]=[C:30]([Cl:32])[CH:29]=[CH:28][C:26]=2[N:27]=1, predict the reaction product. The product is: [C:1]([O:5][C:6]([N:8]1[CH2:12][CH2:11][CH2:10][C@@H:9]1[CH2:13][O:14][C:15]1[CH:20]=[CH:19][C:18]([O:21][C:23]2[S:24][C:25]3[CH:31]=[C:30]([Cl:32])[CH:29]=[CH:28][C:26]=3[N:27]=2)=[CH:17][CH:16]=1)=[O:7])([CH3:4])([CH3:2])[CH3:3]. (3) Given the reactants [Br:1][C:2]1[CH:7]=[C:6]([F:8])[CH:5]=[CH:4][C:3]=1[N:9]=[N:10][C:11]1(C)[C:16](=O)O[C:14](C)([CH3:18])[O:13][C:12]1=[O:20].[Na].O, predict the reaction product. The product is: [CH2:14]([O:13][C:12](=[O:20])/[C:11](=[N:10]/[NH:9][C:3]1[CH:4]=[CH:5][C:6]([F:8])=[CH:7][C:2]=1[Br:1])/[CH3:16])[CH3:18]. (4) The product is: [N:15]1[CH:16]=[CH:17][N:18]=[CH:19][C:14]=1[CH:10]([C:3]1[C:4]([CH3:9])=[CH:5][C:6]([CH3:8])=[CH:7][C:2]=1[CH3:1])[C:11]#[N:12]. Given the reactants [CH3:1][C:2]1[CH:7]=[C:6]([CH3:8])[CH:5]=[C:4]([CH3:9])[C:3]=1[CH2:10][C:11]#[N:12].Cl[C:14]1[CH:19]=[N:18][CH:17]=[CH:16][N:15]=1.CC(C)([O-])C.[K+], predict the reaction product. (5) Given the reactants [Cl:1][C:2]1[CH:10]=[C:9]2[C:5]([CH:6]=[C:7]([C:11]([O:13][CH2:14][CH3:15])=[O:12])[NH:8]2)=[CH:4][C:3]=1[CH3:16].[H-].[Na+].Cl[CH2:20][C:21]#[N:22].O, predict the reaction product. The product is: [Cl:1][C:2]1[CH:10]=[C:9]2[C:5]([CH:6]=[C:7]([C:11]([O:13][CH2:14][CH3:15])=[O:12])[N:8]2[CH2:20][C:21]#[N:22])=[CH:4][C:3]=1[CH3:16]. (6) Given the reactants [F:1][C:2]([F:28])([F:27])[C:3]1[N:7]2[N:8]=[C:9]([N:12]3[CH2:17][CH2:16][CH:15]([C:18]4[CH:26]=[CH:25][C:21]([C:22](O)=[O:23])=[CH:20][CH:19]=4)[CH2:14][CH2:13]3)[CH:10]=[CH:11][C:6]2=[N:5][N:4]=1.[CH3:29][O:30][CH2:31][CH2:32][NH:33][CH3:34].CCN(C(C)C)C(C)C.CN(C(ON1N=NC2C=CC=NC1=2)=[N+](C)C)C.F[P-](F)(F)(F)(F)F, predict the reaction product. The product is: [CH3:29][O:30][CH2:31][CH2:32][N:33]([CH3:34])[C:22](=[O:23])[C:21]1[CH:25]=[CH:26][C:18]([CH:15]2[CH2:14][CH2:13][N:12]([C:9]3[CH:10]=[CH:11][C:6]4[N:7]([C:3]([C:2]([F:27])([F:1])[F:28])=[N:4][N:5]=4)[N:8]=3)[CH2:17][CH2:16]2)=[CH:19][CH:20]=1.